This data is from Forward reaction prediction with 1.9M reactions from USPTO patents (1976-2016). The task is: Predict the product of the given reaction. (1) Given the reactants [CH3:1][CH:2]([C:6](O)=O)[C:3]([OH:5])=[O:4].N1CCCCC1.N1C=CC=CC=1.[F:21][C:22]1[CH:29]=[CH:28][C:25](C=O)=[CH:24][CH:23]=1, predict the reaction product. The product is: [F:21][C:22]1[CH:29]=[CH:28][C:25](/[CH:6]=[C:2](\[CH3:1])/[C:3]([OH:5])=[O:4])=[CH:24][CH:23]=1. (2) Given the reactants [C:1]([O:5][C:6]([N:8]1[CH2:14][CH2:13][CH2:12][C@H:11]([OH:15])[C@H:10]([NH2:16])[CH2:9]1)=[O:7])([CH3:4])([CH3:3])[CH3:2].[N:17]1[CH:22]=[CH:21][C:20]([C:23](O)=[O:24])=[CH:19][CH:18]=1.CN(C1C=CC=CN=1)C.C1CCC(N=C=NC2CCCCC2)CC1, predict the reaction product. The product is: [C:1]([O:5][C:6]([N:8]1[CH2:14][CH2:13][CH2:12][C@H:11]([OH:15])[C@H:10]([NH:16][C:23]([C:20]2[CH:21]=[CH:22][N:17]=[CH:18][CH:19]=2)=[O:24])[CH2:9]1)=[O:7])([CH3:4])([CH3:2])[CH3:3].